Dataset: Full USPTO retrosynthesis dataset with 1.9M reactions from patents (1976-2016). Task: Predict the reactants needed to synthesize the given product. (1) Given the product [ClH:27].[CH:1]1([C:4]2[C:5]([N:14]3[CH2:19][CH2:18][NH:17][CH2:16][CH2:15]3)=[C:6]3[C:12]([I:13])=[N:11][NH:10][C:7]3=[N:8][CH:9]=2)[CH2:3][CH2:2]1, predict the reactants needed to synthesize it. The reactants are: [CH:1]1([C:4]2[C:5]([N:14]3[CH2:19][CH2:18][N:17](C(OC(C)(C)C)=O)[CH2:16][CH2:15]3)=[C:6]3[C:12]([I:13])=[N:11][NH:10][C:7]3=[N:8][CH:9]=2)[CH2:3][CH2:2]1.[ClH:27]. (2) Given the product [C:45]([C:41]1[CH:40]=[C:39]2[C:44]([C:36]([CH2:35][C:19]3[CH:20]=[CH:21][C:22]([C:24](=[O:34])[NH:25][CH2:26][C:27]4[CH:32]=[N:31][C:30]([CH3:33])=[CH:29][N:28]=4)=[CH:23][C:18]=3[C:12]3[C:11]([C:9]([OH:8])=[O:10])=[CH:16][C:15]([CH3:17])=[CH:14][CH:13]=3)=[CH:37][N:38]2[CH2:47][CH3:48])=[CH:43][CH:42]=1)(=[NH:50])[NH2:46], predict the reactants needed to synthesize it. The reactants are: C([O:8][C:9]([C:11]1[C:12]([C:18]2[CH:23]=[C:22]([C:24](=[O:34])[NH:25][CH2:26][C:27]3[CH:32]=[N:31][C:30]([CH3:33])=[CH:29][N:28]=3)[CH:21]=[CH:20][C:19]=2[CH2:35][C:36]2[C:44]3[C:39](=[CH:40][C:41]([C:45]#[N:46])=[CH:42][CH:43]=3)[N:38]([CH2:47][CH3:48])[CH:37]=2)=[CH:13][CH:14]=[C:15]([CH3:17])[CH:16]=1)=[O:10])C1C=CC=CC=1.C(C1C=C2C(C(CC3C=CC(C(=O)NCC4C=NC=CC=4)=CC=3C3C(C(O)=O)=CC(C)=CC=3)=CN2CC)=CC=1)(=N)[NH2:50].NCC1C=NC(C)=CN=1. (3) Given the product [CH:10]1([NH:9][C:7](=[O:8])[C:6]2[CH:13]=[CH:14][C:15]([F:16])=[C:4]([O:3][CH2:19][C:20]3[S:24][C:23]([NH:25][C:26]4[CH:31]=[CH:30][CH:29]=[CH:28][N:27]=4)=[N:22][CH:21]=3)[CH:5]=2)[CH2:11][CH2:12]1, predict the reactants needed to synthesize it. The reactants are: [H-].[Na+].[OH:3][C:4]1[CH:5]=[C:6]([CH:13]=[CH:14][C:15]=1[F:16])[C:7]([NH:9][CH:10]1[CH2:12][CH2:11]1)=[O:8].Cl.Cl[CH2:19][C:20]1[S:24][C:23]([NH:25][C:26]2[CH:31]=[CH:30][CH:29]=[CH:28][N:27]=2)=[N:22][CH:21]=1.OS([O-])(=O)=O.[K+]. (4) Given the product [CH3:20][O:21][C:22]1[CH:27]=[C:26]([CH2:28][C:11](=[O:13])[C:10]([O:17][CH2:18][CH3:19])=[O:16])[C:25]([N+:29]([O-:31])=[O:30])=[CH:24][N:23]=1, predict the reactants needed to synthesize it. The reactants are: C(O)C.CC([O-])(C)C.[K+].[C:10]([O:17][CH2:18][CH3:19])(=[O:16])[C:11]([O:13]CC)=O.[CH3:20][O:21][C:22]1[CH:27]=[C:26]([CH3:28])[C:25]([N+:29]([O-:31])=[O:30])=[CH:24][N:23]=1. (5) Given the product [CH:30]([C:34]1[CH:41]=[C:40](/[CH:42]=[CH:43]/[C:44](=[O:52])[C:45]2[CH:17]=[C:18]([O:26][CH3:27])[C:19]([O:24][CH3:25])=[C:49]([O:72][CH3:71])[CH:50]=2)[CH:39]=[C:36]2[C:59]=1[O:58][C:56](=[O:57])[C:55]([C:54]([O:61][CH2:62][CH3:64])=[O:60])=[CH:37]2)([CH2:32][CH3:33])[CH3:31], predict the reactants needed to synthesize it. The reactants are: C(C1C(O)=C(C=C(/C=C/C(=O)C2C=C(OC)[C:19]([O:24][CH3:25])=[C:18]([O:26][CH3:27])[CH:17]=2)C=1)C=O)(C)(C)C.[CH:30]([C:34]1C(O)=[C:36]([CH:39]=[C:40](/[CH:42]=[CH:43]/[C:44](=[O:52])[C:45]2[CH:50]=[CH:49]C(C)=CC=2)[CH:41]=1)[CH:37]=O)([CH2:32][CH3:33])[CH3:31].[C:54]([O:61][CH3:62])(=[O:60])[CH2:55][C:56]([O:58][CH3:59])=[O:57].N1C=CC=C[CH:64]=1.C1C[O:72][CH2:71]C1.